From a dataset of Reaction yield outcomes from USPTO patents with 853,638 reactions. Predict the reaction yield, written as a fraction of the theoretical maximum amount of product (1.0 means a 100% yield; for example, 0.34 means a 34% yield). (1) The reactants are COC1C=C(OC)C=CC=1C[NH:6][C:7]1[N:8]=[N:9][C:10]([N:13]2[CH:17]=[C:16]([C:18]3[C:26]4[C:21](=[CH:22][C:23]([F:27])=[CH:24][CH:25]=4)[NH:20][CH:19]=3)[CH:15]=[N:14]2)=[CH:11][CH:12]=1.C1(OC)C=CC=CC=1. The catalyst is C(O)(C(F)(F)F)=O. The product is [F:27][C:23]1[CH:22]=[C:21]2[C:26]([C:18]([C:16]3[CH:15]=[N:14][N:13]([C:10]4[N:9]=[N:8][C:7]([NH2:6])=[CH:12][CH:11]=4)[CH:17]=3)=[CH:19][NH:20]2)=[CH:25][CH:24]=1. The yield is 0.570. (2) The reactants are [NH2:1][C:2]1[S:3][C:4]2[CH:10]=[CH:9][CH:8]=[CH:7][C:5]=2[N:6]=1.[CH3:11][O:12][C:13]1[CH:21]=[CH:20][C:16]([C:17](Cl)=[O:18])=[CH:15][CH:14]=1.C(=O)([O-])[O-].[K+].[K+].Br[CH:29]([CH2:34][CH3:35])[C:30]([O:32][CH3:33])=[O:31]. The catalyst is O1CCCC1.CN(C)C=O. The product is [CH3:11][O:12][C:13]1[CH:21]=[CH:20][C:16]([C:17]([N:1]=[C:2]2[N:6]([CH:29]([CH2:34][CH3:35])[C:30]([O:32][CH3:33])=[O:31])[C:5]3[CH:7]=[CH:8][CH:9]=[CH:10][C:4]=3[S:3]2)=[O:18])=[CH:15][CH:14]=1. The yield is 0.550. (3) The reactants are [OH:1][N:2]=[CH:3][C:4]([CH3:6])=[O:5].[CH3:7][S:8]([O:11][C:12]1[CH:17]=[CH:16][CH:15]=[C:14]([Cl:18])[C:13]=1[CH:19]=[CH2:20])(=[O:10])=[O:9].C(=O)([O-])O.[K+].ClN1C(=O)CCC1=O. The catalyst is C(OCC)(=O)C.O. The product is [CH3:7][S:8]([O:11][C:12]1[CH:17]=[CH:16][CH:15]=[C:14]([Cl:18])[C:13]=1[CH:19]1[O:1][N:2]=[C:3]([C:4](=[O:5])[CH3:6])[CH2:20]1)(=[O:9])=[O:10]. The yield is 0.630. (4) The reactants are [Cl:1][C:2]1[CH:10]=[CH:9][C:5]([C:6](Cl)=[O:7])=[CH:4][CH:3]=1.[C:11]1([O:19][CH3:20])[C:12](=[CH:15][CH:16]=[CH:17][CH:18]=1)[O:13][CH3:14]. No catalyst specified. The product is [Cl:1][C:2]1[CH:10]=[CH:9][C:5]([C:6](=[O:7])[C:17]2[CH:16]=[CH:15][C:12]([O:13][CH3:14])=[C:11]([O:19][CH3:20])[CH:18]=2)=[CH:4][CH:3]=1. The yield is 0.813. (5) The reactants are [NH2:1][C:2]1[CH:3]=[CH:4][C:5]([O:8][C:9]2[CH:10]=[C:11]([NH:15][C:16]([C:18]3[N:22]([CH3:23])[N:21]=[C:20]([CH3:24])[CH:19]=3)=[O:17])[CH:12]=[CH:13][CH:14]=2)=[N:6][CH:7]=1.[S-:25][C:26]#[N:27].[K+].BrBr.O. The catalyst is C(O)(=O)C. The product is [NH2:27][C:26]1[S:25][C:7]2[C:2]([N:1]=1)=[CH:3][CH:4]=[C:5]([O:8][C:9]1[CH:10]=[C:11]([NH:15][C:16]([C:18]3[N:22]([CH3:23])[N:21]=[C:20]([CH3:24])[CH:19]=3)=[O:17])[CH:12]=[CH:13][CH:14]=1)[N:6]=2. The yield is 0.510. (6) The reactants are [CH:1]1[C:14]2[C:5](=[CH:6][C:7]3[C:12]([C:13]=2[CH2:15][OH:16])=[CH:11][CH:10]=[CH:9][CH:8]=3)[CH:4]=[CH:3][CH:2]=1.[CH:17]1([NH2:23])[CH2:22][CH2:21][CH2:20][CH2:19][CH2:18]1.Cl.CN(C)[CH:27]=[O:28]. No catalyst specified. The product is [CH:17]1([NH:23][C:27](=[O:28])[O:16][CH2:15][C:13]2[C:12]3[C:7]([CH:6]=[C:5]4[C:14]=2[CH:1]=[CH:2][CH:3]=[CH:4]4)=[CH:8][CH:9]=[CH:10][CH:11]=3)[CH2:22][CH2:21][CH2:20][CH2:19][CH2:18]1. The yield is 0.920.